Dataset: Experimentally validated miRNA-target interactions with 360,000+ pairs, plus equal number of negative samples. Task: Binary Classification. Given a miRNA mature sequence and a target amino acid sequence, predict their likelihood of interaction. (1) The miRNA is hsa-miR-522-5p with sequence CUCUAGAGGGAAGCGCUUUCUG. The protein sequence of the target gene is MSESLVVCDVAEDLVEKLRKFRFRKETHNAAIIMKIDKDERLVVLDEELEGVSPDELKDELPERQPRFIVYSYKYQHDDGRVSYPLCFIFSSPVGCKPEQQMMYAGSKNKLVQTAELTKVFEIRNTEDLTEEWLREKLGFFH. Result: 0 (no interaction). (2) The miRNA is hsa-miR-4745-3p with sequence UGGCCCGGCGACGUCUCACGGUC. The protein sequence of the target gene is MSKLSQPATTPGVNGISVIHTQAHASGLQQVPQLVPAGPGGGGKAVPPSKQSKKSSPMDRNSDEYRQRRERNNMAVKKSRLKSKQKAQDTLQRVNQLKEENERLEAKIKLLTKELSVLKDLFLEHAHSLADNVQPISTETTATNSDNPGQ. Result: 0 (no interaction).